Predict the reactants needed to synthesize the given product. From a dataset of Retrosynthesis with 50K atom-mapped reactions and 10 reaction types from USPTO. (1) Given the product NCCc1cc(F)c2c(c1F)OCCO2, predict the reactants needed to synthesize it. The reactants are: N#CCc1cc(F)c2c(c1F)OCCO2. (2) Given the product O=C(O)Cn1ccccc1=S, predict the reactants needed to synthesize it. The reactants are: COC(=O)Cn1ccccc1=S. (3) Given the product COc1cc(C(C)=O)ccc1OCCCN1CCC(c2n[nH]c3ccccc23)CC1, predict the reactants needed to synthesize it. The reactants are: COc1cc(C(C)=O)ccc1OCCCCl.c1ccc2c(C3CCNCC3)n[nH]c2c1. (4) Given the product CC(C)(C)c1cc(S[C@@H]2CCC[C@H]2SCC(=O)O)cc(C(C)(C)C)c1O, predict the reactants needed to synthesize it. The reactants are: COC(=O)CS[C@@H]1CCC[C@H]1Sc1cc(C(C)(C)C)c(O)c(C(C)(C)C)c1. (5) The reactants are: COc1ccc2ncc(=O)n(CCN3CCC(N)CC3)c2n1.O=Cc1ccc2c(n1)NC(=O)CS2. Given the product COc1ccc2ncc(=O)n(CCN3CCC(NCc4ccc5c(n4)NC(=O)CS5)CC3)c2n1, predict the reactants needed to synthesize it. (6) Given the product O=Cc1ccc(Sc2cccc(C(F)(F)F)c2)cc1F, predict the reactants needed to synthesize it. The reactants are: FC(F)(F)c1cccc(S)c1.O=Cc1ccc(Br)cc1F. (7) The reactants are: COc1ccc(COCC2(c3ccc(F)c(F)c3)COC(C)(C)OC2)cc1. Given the product CC1(C)OCC(CO)(c2ccc(F)c(F)c2)CO1, predict the reactants needed to synthesize it.